Dataset: Forward reaction prediction with 1.9M reactions from USPTO patents (1976-2016). Task: Predict the product of the given reaction. (1) Given the reactants [Cl:1][C:2]1[CH:7]=[C:6]([CH3:8])[CH:5]=[C:4]([CH3:9])[C:3]=1[N:10]1[CH2:15][CH2:14][CH2:13][C:12]2=[C:16]([C:20](O)([CH2:24][CH2:25][CH3:26])[CH2:21][CH2:22][CH3:23])[N:17]([CH3:19])[N:18]=[C:11]12.O.C1(C)C=CC(S(O)(=O)=O)=CC=1, predict the reaction product. The product is: [Cl:1][C:2]1[CH:7]=[C:6]([CH3:8])[CH:5]=[C:4]([CH3:9])[C:3]=1[N:10]1[CH2:15][CH2:14][CH2:13][C:12]2=[C:16]([C:20]([CH2:24][CH2:25][CH3:26])=[CH:21][CH2:22][CH3:23])[N:17]([CH3:19])[N:18]=[C:11]12. (2) Given the reactants [Cl:1][C:2]1[CH:7]=[CH:6][N:5]=[C:4]([CH2:8][NH:9][C:10]2[O:11][C:12]3[C:18]([O:19][CH3:20])=[CH:17][C:16]([C:21]([N:23]4[CH2:31][CH2:30][CH2:29][C@@:24]4([CH3:32])[C:25]([O:27]C)=[O:26])=[O:22])=[CH:15][C:13]=3[N:14]=2)[CH:3]=1.[OH-].[Li+], predict the reaction product. The product is: [Cl:1][C:2]1[CH:7]=[CH:6][N:5]=[C:4]([CH2:8][NH:9][C:10]2[O:11][C:12]3[C:18]([O:19][CH3:20])=[CH:17][C:16]([C:21]([N:23]4[CH2:31][CH2:30][CH2:29][C@@:24]4([CH3:32])[C:25]([OH:27])=[O:26])=[O:22])=[CH:15][C:13]=3[N:14]=2)[CH:3]=1.